This data is from Catalyst prediction with 721,799 reactions and 888 catalyst types from USPTO. The task is: Predict which catalyst facilitates the given reaction. Reactant: [C:1]([C:3]1[C@@H:8]([C:9]2[CH:14]=[CH:13][C:12]([C:15]#[N:16])=[CH:11][C:10]=2[S:17]([CH3:20])(=[O:19])=[O:18])[N:7]([C:21](OC2C=CC([N+]([O-])=O)=CC=2)=[O:22])[C:6](=[O:33])[N:5]([C:34]2[CH:39]=[CH:38][CH:37]=[C:36]([C:40]([F:43])([F:42])[F:41])[CH:35]=2)[C:4]=1[CH3:44])#[N:2].[CH3:45][O:46][C@@H:47]1[CH2:52][CH2:51][CH2:50][NH:49][CH2:48]1. Product: [C:15]([C:12]1[CH:13]=[CH:14][C:9]([C@@H:8]2[C:3]([C:1]#[N:2])=[C:4]([CH3:44])[N:5]([C:34]3[CH:39]=[CH:38][CH:37]=[C:36]([C:40]([F:42])([F:41])[F:43])[CH:35]=3)[C:6](=[O:33])[N:7]2[C:21]([N:49]2[CH2:50][CH2:51][CH2:52][C@@H:47]([O:46][CH3:45])[CH2:48]2)=[O:22])=[C:10]([S:17]([CH3:20])(=[O:18])=[O:19])[CH:11]=1)#[N:16]. The catalyst class is: 10.